Dataset: Reaction yield outcomes from USPTO patents with 853,638 reactions. Task: Predict the reaction yield, written as a fraction of the theoretical maximum amount of product (1.0 means a 100% yield; for example, 0.34 means a 34% yield). (1) The reactants are [N:1]1[CH:6]=[CH:5][CH:4]=[C:3]([O:7][C:8]2[N:16]=[CH:15][CH:14]=[CH:13][C:9]=2[C:10](Cl)=[O:11])[CH:2]=1.[F:17][C:18]([F:29])([F:28])[C:19]1[CH:20]=[C:21]([CH:25]=[CH:26][CH:27]=1)[CH:22]=[N:23][NH2:24]. The catalyst is C1COCC1.CCN(CC)CC. The product is [F:17][C:18]([F:28])([F:29])[C:19]1[CH:20]=[C:21]([CH:25]=[CH:26][CH:27]=1)[CH:22]=[N:23][NH:24][C:10]([C:9]1[C:8]([O:7][C:3]2[CH:2]=[N:1][CH:6]=[CH:5][CH:4]=2)=[N:16][CH:15]=[CH:14][CH:13]=1)=[O:11]. The yield is 0.550. (2) The reactants are Br[C:2]1[CH:3]=[C:4]([CH:11]=[O:12])[CH:5]=[C:6]2[C:10]=1[NH:9][CH:8]=[CH:7]2.[CH3:13][S:14]([C:16]1[CH:21]=[CH:20][C:19](B(O)O)=[CH:18][CH:17]=1)=[O:15].C([O-])([O-])=O.[Na+].[Na+]. The catalyst is C1(C)C=CC=CC=1.C(O)C.O.C1C=CC([P]([Pd]([P](C2C=CC=CC=2)(C2C=CC=CC=2)C2C=CC=CC=2)([P](C2C=CC=CC=2)(C2C=CC=CC=2)C2C=CC=CC=2)[P](C2C=CC=CC=2)(C2C=CC=CC=2)C2C=CC=CC=2)(C2C=CC=CC=2)C2C=CC=CC=2)=CC=1. The product is [CH3:13][S:14]([C:16]1[CH:21]=[CH:20][C:19]([C:2]2[CH:3]=[C:4]([CH:11]=[O:12])[CH:5]=[C:6]3[C:10]=2[NH:9][CH:8]=[CH:7]3)=[CH:18][CH:17]=1)=[O:15]. The yield is 0.640. (3) The reactants are Br[C:2]1[CH:3]=[C:4]([NH:10][C:11]2[CH:16]=[CH:15][C:14]([O:17][CH:18]3[CH2:21][N:20]([CH3:22])[CH2:19]3)=[CH:13][N:12]=2)[C:5](=[O:9])[N:6]([CH3:8])[CH:7]=1.[C:23]([O:26][CH2:27][C:28]1[C:29]([N:37]2[CH2:48][CH2:47][N:46]3[C:39](=[CH:40][C:41]4[CH2:42][C:43]([CH3:50])([CH3:49])[CH2:44][C:45]=43)[C:38]2=[O:51])=[N:30][CH:31]=[CH:32][C:33]=1B(O)O)(=[O:25])[CH3:24].[O-]P([O-])([O-])=O.[K+].[K+].[K+].O.O.O.C([O-])(=O)C.[Na+]. The catalyst is C1C=CC(P(C2C=CC=CC=2)[C-]2C=CC=C2)=CC=1.C1C=CC(P(C2C=CC=CC=2)[C-]2C=CC=C2)=CC=1.Cl[Pd]Cl.[Fe+2].C(#N)C.O. The product is [C:23]([O:26][CH2:27][C:28]1[C:29]([N:37]2[CH2:48][CH2:47][N:46]3[C:39](=[CH:40][C:41]4[CH2:42][C:43]([CH3:50])([CH3:49])[CH2:44][C:45]=43)[C:38]2=[O:51])=[N:30][CH:31]=[CH:32][C:33]=1[C:2]1[CH:3]=[C:4]([NH:10][C:11]2[CH:16]=[CH:15][C:14]([O:17][CH:18]3[CH2:21][N:20]([CH3:22])[CH2:19]3)=[CH:13][N:12]=2)[C:5](=[O:9])[N:6]([CH3:8])[CH:7]=1)(=[O:25])[CH3:24]. The yield is 0.450. (4) The reactants are [N+:1]([CH2:4][CH2:5][C:6]1[NH:7][CH:8]=[CH:9][CH:10]=1)([O-:3])=[O:2].[O:11]=[C:12]([CH:14]=[C:15]([CH3:17])[CH3:16])[CH3:13].[CH2:18]1[CH2:28][CH2:27]N2[C:21](=NCCC2)[CH2:20][CH2:19]1.[CH3:29]C#N. The catalyst is C(OCC)(=O)C. The product is [CH3:29][C:21]1[CH:20]=[CH:19][C:18]([C:10]2[CH:9]=[CH:8][NH:7][C:6]=2[CH2:5][CH:4]([N+:1]([O-:3])=[O:2])[C:15]([CH3:17])([CH3:16])[CH2:14][C:12](=[O:11])[CH3:13])=[CH:28][CH:27]=1. The yield is 0.740. (5) The reactants are Cl.[CH3:2][O:3][C:4](=[O:25])[C@H:5]([CH2:7][C:8]1[CH:13]=[CH:12][C:11]([NH:14][C:15]([C:17]2[C:22]([Cl:23])=[CH:21][CH:20]=[CH:19][C:18]=2[Cl:24])=[O:16])=[CH:10][CH:9]=1)[NH2:6].[CH3:26][O:27][CH2:28][CH2:29][C:30]1([C:35](O)=[O:36])[CH2:34][CH2:33][CH2:32][CH2:31]1.CN(C(ON1N=NC2C=CC=CC1=2)=[N+](C)C)C.F[P-](F)(F)(F)(F)F.C(N(C(C)C)CC)(C)C. The catalyst is CN(C=O)C.C(OCC)(=O)C. The product is [CH3:2][O:3][C:4](=[O:25])[C@H:5]([CH2:7][C:8]1[CH:9]=[CH:10][C:11]([NH:14][C:15]([C:17]2[C:22]([Cl:23])=[CH:21][CH:20]=[CH:19][C:18]=2[Cl:24])=[O:16])=[CH:12][CH:13]=1)[NH:6][C:35]([C:30]1([CH2:29][CH2:28][O:27][CH3:26])[CH2:34][CH2:33][CH2:32][CH2:31]1)=[O:36]. The yield is 0.840. (6) The reactants are O1CCCCC1[O:7][C@@H:8]1[CH2:12][O:11][CH:10]2[C@@H:13]([O:16][CH2:17][C:18]3[CH:23]=[CH:22][C:21]([CH:24]=[CH:25][C:26]4[CH:31]=[CH:30][C:29]([O:32][CH2:33][CH2:34][CH2:35][CH2:36][CH2:37][CH3:38])=[CH:28][CH:27]=4)=[CH:20][CH:19]=3)[CH2:14][O:15][CH:9]12.Cl. The catalyst is C(O)C. The product is [OH:7][C@@H:8]1[CH2:12][O:11][CH:10]2[C@@H:13]([O:16][CH2:17][C:18]3[CH:19]=[CH:20][C:21]([CH:24]=[CH:25][C:26]4[CH:27]=[CH:28][C:29]([O:32][CH2:33][CH2:34][CH2:35][CH2:36][CH2:37][CH3:38])=[CH:30][CH:31]=4)=[CH:22][CH:23]=3)[CH2:14][O:15][CH:9]12. The yield is 0.800.